Dataset: Full USPTO retrosynthesis dataset with 1.9M reactions from patents (1976-2016). Task: Predict the reactants needed to synthesize the given product. Given the product [Cl:1][C:19]1[C:18]2[C:13](=[CH:14][CH:15]=[C:16]([C:32]3[CH2:45][C:44]([C:42]4[O:43][C:39]5[CH:38]=[C:37]([F:36])[CH:48]=[CH:47][C:40]=5[N:41]=4)([CH3:46])[O:34][N:33]=3)[CH:17]=2)[C:12](=[O:35])[N:11]([C:8]2[CH:9]=[CH:10][C:5]([F:4])=[CH:6][CH:7]=2)[C:20]=1[CH2:21][CH2:22][CH2:23][CH2:24][C:25]([O:27][C:28]([CH3:29])([CH3:30])[CH3:31])=[O:26], predict the reactants needed to synthesize it. The reactants are: [Cl:1][O-].[Na+].[F:4][C:5]1[CH:10]=[CH:9][C:8]([N:11]2[C:20]([CH2:21][CH2:22][CH2:23][CH2:24][C:25]([O:27][C:28]([CH3:31])([CH3:30])[CH3:29])=[O:26])=[CH:19][C:18]3[C:13](=[CH:14][CH:15]=[C:16](/[CH:32]=[N:33]/[OH:34])[CH:17]=3)[C:12]2=[O:35])=[CH:7][CH:6]=1.[F:36][C:37]1[CH:48]=[CH:47][C:40]2[N:41]=[C:42]([C:44]([CH3:46])=[CH2:45])[O:43][C:39]=2[CH:38]=1.